This data is from NCI-60 drug combinations with 297,098 pairs across 59 cell lines. The task is: Regression. Given two drug SMILES strings and cell line genomic features, predict the synergy score measuring deviation from expected non-interaction effect. (1) Drug 1: C1CCC(C1)C(CC#N)N2C=C(C=N2)C3=C4C=CNC4=NC=N3. Drug 2: CC1C(C(=O)NC(C(=O)N2CCCC2C(=O)N(CC(=O)N(C(C(=O)O1)C(C)C)C)C)C(C)C)NC(=O)C3=C4C(=C(C=C3)C)OC5=C(C(=O)C(=C(C5=N4)C(=O)NC6C(OC(=O)C(N(C(=O)CN(C(=O)C7CCCN7C(=O)C(NC6=O)C(C)C)C)C)C(C)C)C)N)C. Cell line: DU-145. Synergy scores: CSS=11.1, Synergy_ZIP=6.35, Synergy_Bliss=14.1, Synergy_Loewe=13.6, Synergy_HSA=13.6. (2) Drug 1: CCC1=CC2CC(C3=C(CN(C2)C1)C4=CC=CC=C4N3)(C5=C(C=C6C(=C5)C78CCN9C7C(C=CC9)(C(C(C8N6C)(C(=O)OC)O)OC(=O)C)CC)OC)C(=O)OC. Drug 2: CCC1=C2N=C(C=C(N2N=C1)NCC3=C[N+](=CC=C3)[O-])N4CCCCC4CCO. Cell line: OVCAR3. Synergy scores: CSS=67.4, Synergy_ZIP=2.82, Synergy_Bliss=2.71, Synergy_Loewe=-0.752, Synergy_HSA=4.07. (3) Drug 1: CC1=C(C=C(C=C1)NC2=NC=CC(=N2)N(C)C3=CC4=NN(C(=C4C=C3)C)C)S(=O)(=O)N.Cl. Drug 2: CCCCC(=O)OCC(=O)C1(CC(C2=C(C1)C(=C3C(=C2O)C(=O)C4=C(C3=O)C=CC=C4OC)O)OC5CC(C(C(O5)C)O)NC(=O)C(F)(F)F)O. Cell line: SNB-75. Synergy scores: CSS=4.25, Synergy_ZIP=-0.808, Synergy_Bliss=1.70, Synergy_Loewe=2.68, Synergy_HSA=2.43. (4) Drug 1: C1=CC(=C2C(=C1NCCNCCO)C(=O)C3=C(C=CC(=C3C2=O)O)O)NCCNCCO. Drug 2: C1=CC=C(C(=C1)C(C2=CC=C(C=C2)Cl)C(Cl)Cl)Cl. Cell line: MOLT-4. Synergy scores: CSS=83.2, Synergy_ZIP=9.95, Synergy_Bliss=9.61, Synergy_Loewe=-17.1, Synergy_HSA=9.75. (5) Drug 1: CN(C)C1=NC(=NC(=N1)N(C)C)N(C)C. Drug 2: CCC1=C2CN3C(=CC4=C(C3=O)COC(=O)C4(CC)O)C2=NC5=C1C=C(C=C5)O. Cell line: HOP-92. Synergy scores: CSS=36.9, Synergy_ZIP=-7.76, Synergy_Bliss=-2.35, Synergy_Loewe=-78.4, Synergy_HSA=-2.89.